Dataset: Experimentally validated miRNA-target interactions with 360,000+ pairs, plus equal number of negative samples. Task: Binary Classification. Given a miRNA mature sequence and a target amino acid sequence, predict their likelihood of interaction. (1) The miRNA is mmu-miR-669c-5p with sequence AUAGUUGUGUGUGGAUGUGUGU. The protein sequence of the target gene is MAPRAQIQGPLTFGDVAVAFTRIEWRHLDAAQRALYRDVMLENYGNLVSVGLLSSKPKLITQLEQGAEPWTEVREAPSGTHAVEDYWFETKMSALKQSTSEASVLGERTKSVMMEKGLDWEGRSSTEKNYKCKECGKVFKYNSSFISHQRNHTSEKPHKCKECGIAFMNSSSLLNHHKVHAGKQPYRCIECGKFLKKHSTFINHQRIHSREKPHKCIECGKTFRKNSILLSHQRIHTGQKPYKCNDCGKAFAQNAALTRHERIHSGEKPFKCNKCGRAFRDNSTVLEHQKIHTGEKPYQC.... Result: 0 (no interaction). (2) The miRNA is hsa-miR-26a-1-3p with sequence CCUAUUCUUGGUUACUUGCACG. The protein sequence of the target gene is MKLKLNVLTIILLPVHLLITIYSALIFIPWYFLTNAKKKNAMAKRIKAKPTSDKPGSPYRSVTHFDSLAVIDIPGADTLDKLFDHAVSKFGKKDSLGTREILSEENEMQPNGKVFKKLILGNYKWMNYLEVNRRVNNFGSGLTALGLKPKNTIAIFCETRAEWMIAAQTCFKYNFPLVTLYATLGKEAVVHGLNESEASYLITSVELLESKLKTALLDISCVKHIIYVDNKAINKAEYPEGFEIHSMQSVEELGSNPENLGIPPSRPTPSDMAIVMYTSGSTGRPKGVMMHHSNLIAGMT.... Result: 1 (interaction). (3) The miRNA is hsa-miR-4447 with sequence GGUGGGGGCUGUUGUUU. The protein sequence of the target gene is MAENDVDNELLDYEDDEVETAAGGDGAEAPAKKDVKGSYVSIHSSGFRDFLLKPELLRAIVDCGFEHPSEVQHECIPQAILGMDVLCQAKSGMGKTAVFVLATLQQLEPVTGQVSVLVMCHTRELAFQISKEYERFSKYMPNVKVAVFFGGLSIKKDEEVLKKNCPHIVVGTPGRILALARNKSLNLKHIKHFILDECDKMLEQLDMRRDVQEIFRMTPHEKQVMMFSATLSKEIRPVCRKFMQDPMEIFVDDETKLTLHGLQQYYVKLKDNEKNRKLFDLLDVLEFNQVVIFVKSVQRC.... Result: 1 (interaction). (4) The miRNA is mmu-miR-495-3p with sequence AAACAAACAUGGUGCACUUCUU. The protein sequence of the target gene is MTILFLTMVISYFGCMKAAPMKEVNVHGQGNLAYPGVRTHGTLESVNGPRAGSRGLTTTSLADTFEHVIEELLDEDQKVRPNEENHKDADLYTSRVMLSSQVPLEPPLLFLLEEYKNYLDAANMSMRVRRHSDPARRGELSVCDSISEWVTAADKKTAVDMSGGTVTVLEKVPVSKGQLKQYFYETKCNPMGYTKEGCRGIDKRHWNSQCRTTQSYVRALTMDSKKRIGWRFIRIDTSCVCTLTIKRGR. Result: 1 (interaction). (5) The miRNA is hsa-miR-580-5p with sequence UAAUGAUUCAUCAGACUCAGAU. The protein sequence of the target gene is MASEDIAKLAETLAKTQVAGGQLSFKGKGLKLNTAEDAKDVIKEIEEFDGLEALRLEGNTVGVEAARVIAKALEKKSELKRCHWSDMFTGRLRSEIPPALISLGEGLITAGAQLVELDLSDNAFGPDGVRGFEALLKSPACFTLQELKLNNCGMGIGGGKILAAALTECHRKSSAQGKPLALKVFVAGRNRLENDGATALAEAFGIIGTLEEVHMPQNGINHPGVTALAQAFAINPLLRVINLNDNTFTEKGGVAMAETLKTLRQVEVINFGDCLVRSKGAVAIADAVRGGLPKLKELNL.... Result: 0 (no interaction). (6) The miRNA is mmu-miR-3104-3p with sequence ACGCUCUGCUUUGCUCCCCCAGA. The protein sequence of the target gene is MGVYRIRVSTGDSVYAGSNNEVYLWLIGQHGEASLGKLFRPCRNSEAEFKVDVSEYLGPLLFVRVQKWHYLKEDAWFCNWISVKGPGDQGSEYTFPCYRWVQGTSILNLPEGTGCTVVEDSQGLFRNHREEELEERRSLYRWGNWKDGTILNVAATSISDLPVDQRFREDKRLEFEASQVLGTMDTVINFPKNTVTCWKSLDDFNYVFKSGHTKMAERVRNSWKEDAFFGYQFLNGANPMVLKRSTCLPARLVFPPGMEKLQAQLDEELKKGTLFEADFFLLDGIKANVILCSQQYLAAP.... Result: 0 (no interaction). (7) The miRNA is hsa-miR-601 with sequence UGGUCUAGGAUUGUUGGAGGAG. The protein sequence of the target gene is MASCDEIKEHPRSLSMCGHVGFESLPDQLVDRSIEQGFCFNILCVGETGIGKSTLINTLFNTNFEELESSHFCPCVRLRAQTYELQESNVRLKLTIVNTVGFGDQINKEDSYQPIVDYIDDQFEAYLQEEVKIKRALFNYHDSRIHVCLYFIAPTGHSLRTLDLLTMKSLDNKVNIIPLIAKADTISKSELQKFKMKLMNELVINGVQIYQFPTDDDTTSKINGAMNGHLPFAVVGSMDEIKVGNKMVKGRQYPWGIVQVENENHCDFVKLREMLICTNMEDLREQTHMRHYELYRRCKL.... Result: 0 (no interaction). (8) The miRNA is hsa-miR-5579-5p with sequence UAUGGUACUCCUUAAGCUAAC. The protein sequence of the target gene is MKKQRKILWRKGIHLAFSEKWNTGFGGFKKFYFHQHLCILKAKLGRPVTWNRQLRHFQGRKKALQIQKTWIKDEPLCAKTKFNVATQNVSTLSSKVKRKDAKHFISSSKTLLRLQAEKLLSSAKNSDHEYCREKNLLKAVTDFPSNSALGQANGHRPRTDPQPSDFPMKFNGESQSPGESGTIVVTLNNHKRKGFCYGCCQGPEHHRNGGPLIPKKFQLNQHRRIKLSPLMMYEKLSMIRFRYRILRSQHFRTKSKVCKLRKAQRSWVQKVTGDHQETRRENGEGGSCSPFPSPEPKDPS.... Result: 0 (no interaction). (9) The miRNA is hsa-miR-138-1-3p with sequence GCUACUUCACAACACCAGGGCC. The protein sequence of the target gene is MNSNLPAENLTIAVNMTKTLPTAVTHGFNSTNDPPSMSITRLFPALLECFGIVLCGYIAGRANVITSTQAKGLGNFVSRFALPALLFKNMVVLNFSNVDWSFLYSILIAKASVFFIVCVLTLLVASPDSRFSKAGLFPIFATQSNDFALGYPIVEALYQTTYPEYLQYIYLVAPISLMMLNPIGFIFCEIQKWKDTQNASQNKIKIVGLGLLRVLQNPIVFMVFIGIAFNFILDRKVPVYVENFLDGLGNSFSGSALFYLGLTMVGKIKRLKKSAFVVLILLITAKLLVLPLLCREMVEL.... Result: 0 (no interaction).